The task is: Regression. Given two drug SMILES strings and cell line genomic features, predict the synergy score measuring deviation from expected non-interaction effect.. This data is from NCI-60 drug combinations with 297,098 pairs across 59 cell lines. (1) Drug 2: CCC(=C(C1=CC=CC=C1)C2=CC=C(C=C2)OCCN(C)C)C3=CC=CC=C3.C(C(=O)O)C(CC(=O)O)(C(=O)O)O. Synergy scores: CSS=52.6, Synergy_ZIP=6.98, Synergy_Bliss=4.15, Synergy_Loewe=-23.2, Synergy_HSA=4.15. Drug 1: C1=CC(=C2C(=C1NCCNCCO)C(=O)C3=C(C=CC(=C3C2=O)O)O)NCCNCCO. Cell line: NCI-H460. (2) Drug 1: C1=NNC2=C1C(=O)NC=N2. Drug 2: CC1C(C(CC(O1)OC2CC(CC3=C2C(=C4C(=C3O)C(=O)C5=CC=CC=C5C4=O)O)(C(=O)C)O)N)O. Cell line: LOX IMVI. Synergy scores: CSS=48.9, Synergy_ZIP=-1.44, Synergy_Bliss=1.42, Synergy_Loewe=2.04, Synergy_HSA=3.79. (3) Drug 1: CC1CCC2CC(C(=CC=CC=CC(CC(C(=O)C(C(C(=CC(C(=O)CC(OC(=O)C3CCCCN3C(=O)C(=O)C1(O2)O)C(C)CC4CCC(C(C4)OC)OCCO)C)C)O)OC)C)C)C)OC. Drug 2: CCN(CC)CCCC(C)NC1=C2C=C(C=CC2=NC3=C1C=CC(=C3)Cl)OC. Cell line: HL-60(TB). Synergy scores: CSS=17.2, Synergy_ZIP=-7.74, Synergy_Bliss=-0.722, Synergy_Loewe=1.86, Synergy_HSA=2.31. (4) Drug 1: C1CC(=O)NC(=O)C1N2CC3=C(C2=O)C=CC=C3N. Drug 2: COC1=C2C(=CC3=C1OC=C3)C=CC(=O)O2. Cell line: EKVX. Synergy scores: CSS=6.14, Synergy_ZIP=1.76, Synergy_Bliss=2.55, Synergy_Loewe=3.81, Synergy_HSA=2.75.